From a dataset of Full USPTO retrosynthesis dataset with 1.9M reactions from patents (1976-2016). Predict the reactants needed to synthesize the given product. (1) Given the product [C:1]([NH:5][C:6]([C:8]1[C:16]2[C:11](=[N:12][CH:13]=[C:14]([N:17]3[C:25]4[C:20](=[CH:21][CH:22]=[C:23]([Cl:26])[CH:24]=4)[CH:19]=[N:18]3)[N:15]=2)[NH:10][CH:9]=1)=[O:7])([CH3:4])([CH3:2])[CH3:3], predict the reactants needed to synthesize it. The reactants are: [C:1]([NH:5][C:6]([C:8]1[C:16]2[C:11](=[N:12][CH:13]=[C:14]([N:17]3[C:25]4[C:20](=[CH:21][CH:22]=[C:23]([Cl:26])[CH:24]=4)[CH:19]=[N:18]3)[N:15]=2)[N:10](COCC[Si](C)(C)C)[CH:9]=1)=[O:7])([CH3:4])([CH3:3])[CH3:2].FC(F)(F)C(O)=O. (2) Given the product [CH3:1][C:2]1([CH3:11])[C:5](=[O:6])[CH2:4][CH:3]1[C:7]([OH:9])=[O:8], predict the reactants needed to synthesize it. The reactants are: [CH3:1][C:2]1([CH3:11])[C:5](=[O:6])[CH2:4][CH:3]1[C:7]([O:9]C)=[O:8].[OH-].[Na+].Cl. (3) Given the product [C:25]([O:24][C:22](=[O:23])[NH:19][C:14]1[C:13]([C:12]([F:11])([F:20])[F:21])=[CH:18][CH:17]=[CH:16][N:15]=1)([CH3:28])([CH3:27])[CH3:26], predict the reactants needed to synthesize it. The reactants are: C[Si](C)(C)[N-][Si](C)(C)C.[Na+].[F:11][C:12]([F:21])([F:20])[C:13]1[C:14]([NH2:19])=[N:15][CH:16]=[CH:17][CH:18]=1.[C:22](O[C:22]([O:24][C:25]([CH3:28])([CH3:27])[CH3:26])=[O:23])([O:24][C:25]([CH3:28])([CH3:27])[CH3:26])=[O:23]. (4) Given the product [CH3:19][C:16]1[CH:17]=[CH:18][C:13]2[N:14]([C:10]([CH2:9][C:8](=[O:27])[CH2:28][CH2:29][CH2:30][CH2:31][CH3:32])=[C:11]([C:20]3[CH:21]=[CH:22][C:23]([CH3:26])=[CH:24][CH:25]=3)[N:12]=2)[CH:15]=1, predict the reactants needed to synthesize it. The reactants are: N1C=CC=CC=1S[C:8](=[O:27])[CH2:9][C:10]1[N:14]2[CH:15]=[C:16]([CH3:19])[CH:17]=[CH:18][C:13]2=[N:12][C:11]=1[C:20]1[CH:25]=[CH:24][C:23]([CH3:26])=[CH:22][CH:21]=1.[CH2:28]([Mg]Br)[CH2:29][CH2:30][CH2:31][CH3:32]. (5) Given the product [CH2:1]([N:8]([CH2:16][C:17]1[CH:22]=[CH:21][CH:20]=[CH:19][CH:18]=1)[C:9]1[CH:10]=[C:11]([C:25]([CH3:26])=[CH:24][C:23]([O:28][CH3:29])=[O:27])[CH:12]=[CH:13][CH:14]=1)[C:2]1[CH:7]=[CH:6][CH:5]=[CH:4][CH:3]=1, predict the reactants needed to synthesize it. The reactants are: [CH2:1]([N:8]([CH2:16][C:17]1[CH:22]=[CH:21][CH:20]=[CH:19][CH:18]=1)[C:9]1[CH:14]=[CH:13][CH:12]=[C:11](Br)[CH:10]=1)[C:2]1[CH:7]=[CH:6][CH:5]=[CH:4][CH:3]=1.[C:23]([O:28][CH3:29])(=[O:27])/[CH:24]=[CH:25]/[CH3:26].C1(C)C=CC=CC=1P(C1C=CC=CC=1C)C1C=CC=CC=1C. (6) Given the product [Br:1][C:2]1[C:3]([Cl:13])=[N:4][CH:5]=[C:6]([Br:8])[CH:7]=1, predict the reactants needed to synthesize it. The reactants are: [Br:1][C:2]1[C:3](OC)=[N:4][CH:5]=[C:6]([Br:8])[CH:7]=1.O=P(Cl)(Cl)[Cl:13]. (7) Given the product [CH3:1][C:2]1[CH:7]=[CH:6][C:5]([C:8]2[O:9][C:10]([CH3:13])=[N:11][N:12]=2)=[CH:4][C:3]=1[C:14]1[CH:15]=[CH:16][C:17]([C:20]([N:22]([CH3:38])[CH2:23][C:24]2[CH:29]=[CH:28][C:27]([O:30][C:31]3[CH:36]=[CH:35][CH:34]=[CH:33][CH:32]=3)=[CH:26][CH:25]=2)=[O:21])=[CH:18][CH:19]=1, predict the reactants needed to synthesize it. The reactants are: [CH3:1][C:2]1[CH:7]=[CH:6][C:5]([C:8]2[O:9][C:10]([CH3:13])=[N:11][N:12]=2)=[CH:4][C:3]=1[C:14]1[CH:19]=[CH:18][C:17]([C:20]([NH:22][CH2:23][C:24]2[CH:29]=[CH:28][C:27]([O:30][C:31]3[CH:36]=[CH:35][CH:34]=[CH:33][CH:32]=3)=[CH:26][CH:25]=2)=[O:21])=[CH:16][CH:15]=1.I[CH3:38]. (8) Given the product [NH2:19][C:17]1[N:18]=[C:13](/[CH:12]=[CH:11]/[CH2:10][CH2:9][OH:8])[CH:14]=[C:15]([NH:20][C:21]2[CH:22]=[CH:23][C:24]([O:27][C:28]3[CH:33]=[CH:32][N:31]=[C:30]([C:34]([F:37])([F:36])[F:35])[CH:29]=3)=[CH:25][CH:26]=2)[N:16]=1, predict the reactants needed to synthesize it. The reactants are: [Si]([O:8][CH2:9][CH2:10]/[CH:11]=[CH:12]/[C:13]1[N:18]=[C:17]([NH2:19])[N:16]=[C:15]([NH:20][C:21]2[CH:26]=[CH:25][C:24]([O:27][C:28]3[CH:33]=[CH:32][N:31]=[C:30]([C:34]([F:37])([F:36])[F:35])[CH:29]=3)=[CH:23][CH:22]=2)[CH:14]=1)(C(C)(C)C)(C)C.C(O)(C(F)(F)F)=O. (9) Given the product [F:20][C:21]1[CH:26]=[CH:25][C:24]([F:27])=[CH:23][C:22]=1[C:2]1[CH:3]=[N:4][CH:5]=[C:6]2[C:11]=1[N:10]=[C:9]([C:12]([NH:14][CH2:15][C:16]([F:19])([F:18])[F:17])=[O:13])[CH:8]=[CH:7]2, predict the reactants needed to synthesize it. The reactants are: Br[C:2]1[CH:3]=[N:4][CH:5]=[C:6]2[C:11]=1[N:10]=[C:9]([C:12]([NH:14][CH2:15][C:16]([F:19])([F:18])[F:17])=[O:13])[CH:8]=[CH:7]2.[F:20][C:21]1[CH:26]=[CH:25][C:24]([F:27])=[CH:23][C:22]=1B(O)O.C(=O)([O-])[O-].[Cs+].[Cs+]. (10) Given the product [CH2:7]([N:6]1[C:2]([CH:22]([OH:23])[C:24]2[CH:25]=[C:26]([CH:29]=[CH:30][CH:31]=2)[C:27]#[N:28])=[CH:3][N:4]=[CH:5]1)[CH3:8], predict the reactants needed to synthesize it. The reactants are: Br[C:2]1[N:6]([CH2:7][CH3:8])[CH:5]=[N:4][CH:3]=1.C(N1C(I)=CN=C1)C.C([Mg]Cl)(C)C.[CH:22]([C:24]1[CH:25]=[C:26]([CH:29]=[CH:30][CH:31]=1)[C:27]#[N:28])=[O:23].